From a dataset of Forward reaction prediction with 1.9M reactions from USPTO patents (1976-2016). Predict the product of the given reaction. (1) Given the reactants Br[C:2]1[CH:24]=[C:23]([F:25])[C:5]([CH2:6][N:7]2[N:16]=[CH:15][C:14]3[C:9](=[C:10]([F:21])[CH:11]=[C:12]([C:17]([CH3:20])([CH3:19])[CH3:18])[CH:13]=3)[C:8]2=[O:22])=[C:4]([F:26])[CH:3]=1.C([O-])([O-])=O.[Na+].[Na+].[CH3:33][O:34][C:35]1[CH:40]=[C:39](B(O)O)[CH:38]=[CH:37][N:36]=1, predict the reaction product. The product is: [C:17]([C:12]1[CH:13]=[C:14]2[C:9](=[C:10]([F:21])[CH:11]=1)[C:8](=[O:22])[N:7]([CH2:6][C:5]1[C:23]([F:25])=[CH:24][C:2]([C:39]3[CH:38]=[CH:37][N:36]=[C:35]([O:34][CH3:33])[CH:40]=3)=[CH:3][C:4]=1[F:26])[N:16]=[CH:15]2)([CH3:20])([CH3:18])[CH3:19]. (2) Given the reactants C1(C)C=CC=CC=1.[F:8][C:9]1[CH:17]=[C:16]([O:18][CH2:19][C:20]#[CH:21])[C:15]([F:22])=[CH:14][C:10]=1[C:11](O)=[O:12].S(Cl)([Cl:25])=O, predict the reaction product. The product is: [F:8][C:9]1[CH:17]=[C:16]([O:18][CH2:19][C:20]#[CH:21])[C:15]([F:22])=[CH:14][C:10]=1[C:11]([Cl:25])=[O:12]. (3) The product is: [C:1]([O:5][C:6]([C:8]1([S:14]([N:17]2[CH2:22][CH2:21][CH:20]([O:23][CH2:25][CH2:26][CH2:27][CH2:28][CH2:29][CH3:30])[CH2:19][CH2:18]2)(=[O:16])=[O:15])[CH2:13][CH2:12][O:11][CH2:10][CH2:9]1)=[O:7])([CH3:4])([CH3:2])[CH3:3]. Given the reactants [C:1]([O:5][C:6]([C:8]1([S:14]([N:17]2[CH2:22][CH2:21][CH:20]([OH:23])[CH2:19][CH2:18]2)(=[O:16])=[O:15])[CH2:13][CH2:12][O:11][CH2:10][CH2:9]1)=[O:7])([CH3:4])([CH3:3])[CH3:2].I[CH2:25][CH2:26][CH2:27][CH2:28][CH2:29][CH3:30].[OH-].[K+], predict the reaction product. (4) Given the reactants [C:1]([O:5][C:6](=[O:25])[N:7]([CH2:9][C:10]1[CH:14]=[C:13](Br)[N:12]([S:16]([C:19]2[CH:20]=[N:21][CH:22]=[CH:23][CH:24]=2)(=[O:18])=[O:17])[CH:11]=1)[CH3:8])([CH3:4])([CH3:3])[CH3:2].[CH3:26][S:27]([C:30]1[CH:35]=[CH:34][C:33](B(O)O)=[CH:32][CH:31]=1)(=[O:29])=[O:28].C(=O)([O-])[O-].[Na+].[Na+].COCCOC, predict the reaction product. The product is: [CH3:8][N:7]([CH2:9][C:10]1[CH:14]=[C:13]([C:33]2[CH:34]=[CH:35][C:30]([S:27]([CH3:26])(=[O:29])=[O:28])=[CH:31][CH:32]=2)[N:12]([S:16]([C:19]2[CH:20]=[N:21][CH:22]=[CH:23][CH:24]=2)(=[O:18])=[O:17])[CH:11]=1)[C:6](=[O:25])[O:5][C:1]([CH3:4])([CH3:3])[CH3:2]. (5) Given the reactants Cl[C:2]1[C:11]2[C:6](=[CH:7][CH:8]=[CH:9][CH:10]=2)[N:5]=[C:4]([C:12]([F:15])([F:14])[F:13])[C:3]=1[N+:16]([O-:18])=[O:17].[NH2:19][CH2:20][CH2:21][CH:22]1[CH2:27][CH2:26][N:25]([C:28]([O:30][C:31]([CH3:34])([CH3:33])[CH3:32])=[O:29])[CH2:24][CH2:23]1.C(=O)([O-])[O-].[K+].[K+].O, predict the reaction product. The product is: [N+:16]([C:3]1[C:4]([C:12]([F:15])([F:14])[F:13])=[N:5][C:6]2[C:11]([C:2]=1[NH:19][CH2:20][CH2:21][CH:22]1[CH2:23][CH2:24][N:25]([C:28]([O:30][C:31]([CH3:34])([CH3:33])[CH3:32])=[O:29])[CH2:26][CH2:27]1)=[CH:10][CH:9]=[CH:8][CH:7]=2)([O-:18])=[O:17].